Dataset: Catalyst prediction with 721,799 reactions and 888 catalyst types from USPTO. Task: Predict which catalyst facilitates the given reaction. (1) Reactant: [C:1]([N:5]1[CH:10]=[CH:9][C:8]([CH3:12])([CH3:11])[CH2:7][CH2:6]1)([CH3:4])([CH3:3])[CH3:2].C(N(CC)CC)C.[O:20]=[C:21]([C:26]1[CH:31]=[CH:30][CH:29]=[CH:28][CH:27]=1)[CH2:22][C:23](Cl)=[O:24].C(OCC)(=O)C. Product: [C:1]([N:5]1[CH2:6][CH2:7][C:8]([CH3:12])([CH3:11])[C:9]([C:23](=[O:24])[CH2:22][C:21]([C:26]2[CH:31]=[CH:30][CH:29]=[CH:28][CH:27]=2)=[O:20])=[CH:10]1)([CH3:4])([CH3:2])[CH3:3]. The catalyst class is: 2. (2) Reactant: [Br:1][C:2]1[CH:3]=[C:4]([OH:8])[CH:5]=[CH:6][CH:7]=1.C(=O)([O-])[O-].[K+].[K+].[CH2:15](Br)[C:16]1[CH:21]=[CH:20][CH:19]=[CH:18][CH:17]=1. Product: [CH2:15]([O:8][C:4]1[CH:3]=[C:2]([Br:1])[CH:7]=[CH:6][CH:5]=1)[C:16]1[CH:21]=[CH:20][CH:19]=[CH:18][CH:17]=1. The catalyst class is: 21. (3) Reactant: C([C:4]1[CH:5]=[C:6]([C:22]([NH:24][CH2:25][C:26]2[CH:31]=[CH:30][C:29]([S:32]([CH3:35])(=[O:34])=[O:33])=[CH:28][CH:27]=2)=[O:23])[C:7](=[O:21])[N:8]([C:11]2[CH:16]=[CH:15][CH:14]=[C:13]([C:17]([F:20])([F:19])[F:18])[CH:12]=2)[C:9]=1[CH3:10])(=O)C.Cl.NO.[CH2:39]([N:41](CC)CC)[CH3:40].[O:46]1CCCC1. Product: [OH:46]/[N:41]=[C:39](/[C:5]1[CH:4]=[C:9]([CH3:10])[N:8]([C:11]2[CH:16]=[CH:15][CH:14]=[C:13]([C:17]([F:19])([F:18])[F:20])[CH:12]=2)[C:7](=[O:21])[C:6]=1[C:22]([NH:24][CH2:25][C:26]1[CH:27]=[CH:28][C:29]([S:32]([CH3:35])(=[O:33])=[O:34])=[CH:30][CH:31]=1)=[O:23])\[CH3:40]. The catalyst class is: 5. (4) Reactant: [CH3:1][O:2][N:3]=[C:4]([C:20]1[CH:25]=[CH:24][CH:23]=[CH:22][CH:21]=1)[C:5]1[CH:10]=[CH:9][C:8](B2OC(C)(C)C(C)(C)O2)=[CH:7][CH:6]=1.I[C:27]1[C:35]2[C:30](=[N:31][CH:32]=[N:33][C:34]=2[NH2:36])[N:29]([C@H:37]2[CH2:42][CH2:41][C@@H:40]([N:43]3[CH2:48][CH2:47][N:46]([CH3:49])[CH2:45][CH2:44]3)[CH2:39][CH2:38]2)[N:28]=1.C(=O)([O-])[O-].[Na+].[Na+]. Product: [CH3:1][O:2][N:3]=[C:4]([C:5]1[CH:6]=[CH:7][C:8]([C:27]2[C:35]3[C:30](=[N:31][CH:32]=[N:33][C:34]=3[NH2:36])[N:29]([C@H:37]3[CH2:38][CH2:39][C@@H:40]([N:43]4[CH2:44][CH2:45][N:46]([CH3:49])[CH2:47][CH2:48]4)[CH2:41][CH2:42]3)[N:28]=2)=[CH:9][CH:10]=1)[C:20]1[CH:21]=[CH:22][CH:23]=[CH:24][CH:25]=1. The catalyst class is: 149.